Dataset: Catalyst prediction with 721,799 reactions and 888 catalyst types from USPTO. Task: Predict which catalyst facilitates the given reaction. (1) Reactant: [H-].[Na+].[CH3:3][O:4][N:5]([CH3:22])[C:6]([CH:8]1[CH2:13][CH2:12][CH2:11][CH:10]([NH:14][C:15](=[O:21])[O:16][C:17]([CH3:20])([CH3:19])[CH3:18])[CH2:9]1)=[O:7].[CH3:23]I.O. Product: [CH3:3][O:4][N:5]([CH3:22])[C:6]([CH:8]1[CH2:13][CH2:12][CH2:11][CH:10]([N:14]([CH3:23])[C:15](=[O:21])[O:16][C:17]([CH3:19])([CH3:18])[CH3:20])[CH2:9]1)=[O:7]. The catalyst class is: 1. (2) Reactant: Cl.NCCS.CC(C)([O-])C.[Na+].[F:12][C:13]1[CH:14]=[CH:15][C:16]([O:21]C)=[C:17]([CH:20]=1)[C:18]#[N:19].Cl. Product: [F:12][C:13]1[CH:14]=[CH:15][C:16]([OH:21])=[C:17]([CH:20]=1)[C:18]#[N:19]. The catalyst class is: 3. (3) Reactant: [H-].[Na+].[C:3]([CH2:5][CH2:6][CH2:7][NH:8][S:9]([C:12]1[C:17]([CH3:18])=[CH:16][C:15]([CH3:19])=[CH:14][C:13]=1[CH3:20])(=[O:11])=[O:10])#[N:4].Br[CH2:22][CH2:23][CH2:24][CH2:25][C:26]#[N:27].CCCCCC.CCOC(C)=O. Product: [C:26]([CH2:25][CH2:24][CH2:23][CH2:22][N:8]([CH2:7][CH2:6][CH2:5][C:3]#[N:4])[S:9]([C:12]1[C:17]([CH3:18])=[CH:16][C:15]([CH3:19])=[CH:14][C:13]=1[CH3:20])(=[O:10])=[O:11])#[N:27]. The catalyst class is: 3.